From a dataset of NCI-60 drug combinations with 297,098 pairs across 59 cell lines. Regression. Given two drug SMILES strings and cell line genomic features, predict the synergy score measuring deviation from expected non-interaction effect. (1) Drug 1: CCCS(=O)(=O)NC1=C(C(=C(C=C1)F)C(=O)C2=CNC3=C2C=C(C=N3)C4=CC=C(C=C4)Cl)F. Drug 2: COCCOC1=C(C=C2C(=C1)C(=NC=N2)NC3=CC=CC(=C3)C#C)OCCOC.Cl. Cell line: SF-295. Synergy scores: CSS=1.14, Synergy_ZIP=0.103, Synergy_Bliss=1.08, Synergy_Loewe=-0.613, Synergy_HSA=0.717. (2) Drug 1: C1CCC(C1)C(CC#N)N2C=C(C=N2)C3=C4C=CNC4=NC=N3. Drug 2: C1CCC(CC1)NC(=O)N(CCCl)N=O. Cell line: EKVX. Synergy scores: CSS=15.9, Synergy_ZIP=-4.33, Synergy_Bliss=3.38, Synergy_Loewe=-4.64, Synergy_HSA=4.45. (3) Drug 1: CC1=CC=C(C=C1)C2=CC(=NN2C3=CC=C(C=C3)S(=O)(=O)N)C(F)(F)F. Drug 2: C1=CC=C(C(=C1)C(C2=CC=C(C=C2)Cl)C(Cl)Cl)Cl. Cell line: PC-3. Synergy scores: CSS=0.00100, Synergy_ZIP=0.963, Synergy_Bliss=1.58, Synergy_Loewe=-1.19, Synergy_HSA=-0.367. (4) Drug 1: C1=NC2=C(N1)C(=S)N=CN2. Drug 2: CC1C(C(CC(O1)OC2CC(CC3=C2C(=C4C(=C3O)C(=O)C5=C(C4=O)C(=CC=C5)OC)O)(C(=O)CO)O)N)O.Cl. Cell line: OVCAR-5. Synergy scores: CSS=27.3, Synergy_ZIP=-4.47, Synergy_Bliss=-5.39, Synergy_Loewe=-13.9, Synergy_HSA=-2.86. (5) Drug 1: C1=CC=C(C(=C1)C(C2=CC=C(C=C2)Cl)C(Cl)Cl)Cl. Drug 2: C1=NNC2=C1C(=O)NC=N2. Cell line: MCF7. Synergy scores: CSS=3.43, Synergy_ZIP=-3.48, Synergy_Bliss=-3.99, Synergy_Loewe=-4.60, Synergy_HSA=-3.12. (6) Drug 1: CC(C)NC(=O)C1=CC=C(C=C1)CNNC.Cl. Drug 2: CC1=C(C(=O)C2=C(C1=O)N3CC4C(C3(C2COC(=O)N)OC)N4)N. Cell line: OVCAR-5. Synergy scores: CSS=24.6, Synergy_ZIP=-11.7, Synergy_Bliss=-8.41, Synergy_Loewe=-41.3, Synergy_HSA=-5.20.